Dataset: Full USPTO retrosynthesis dataset with 1.9M reactions from patents (1976-2016). Task: Predict the reactants needed to synthesize the given product. (1) Given the product [C:1]([O:5][C@@H:6]([C:11]1[C:12]([CH3:28])=[N:13][C:14]2[N:15]([N:18]=[C:19]([C:21]3[CH:26]=[CH:25][CH:24]=[C:23]([Cl:27])[CH:22]=3)[CH:20]=2)[C:16]=1[C:32]1[C:33]([CH3:40])=[C:34]2[C:39](=[C:30]([F:29])[CH:31]=1)[O:38][CH2:37][CH2:36][CH2:35]2)[C:7]([O:9][CH3:10])=[O:8])([CH3:3])([CH3:4])[CH3:2], predict the reactants needed to synthesize it. The reactants are: [C:1]([O:5][C@@H:6]([C:11]1[C:12]([CH3:28])=[N:13][C:14]2[N:15]([N:18]=[C:19]([C:21]3[CH:26]=[CH:25][CH:24]=[C:23]([Cl:27])[CH:22]=3)[CH:20]=2)[C:16]=1Cl)[C:7]([O:9][CH3:10])=[O:8])([CH3:4])([CH3:3])[CH3:2].[F:29][C:30]1[CH:31]=[C:32](B2OC(C)(C)C(C)(C)O2)[C:33]([CH3:40])=[C:34]2[C:39]=1[O:38][CH2:37][CH2:36][CH2:35]2.C([O-])([O-])=O.[K+].[K+]. (2) Given the product [NH2:18][C:21]1[CH:22]=[CH:23][C:24]([C@H:27]2[NH:32][C:31](=[O:33])[CH2:30][O:29][CH2:28]2)=[CH:25][CH:26]=1, predict the reactants needed to synthesize it. The reactants are: C1([C@H]2NC(=O)COC2)C=CC=CC=1.[N+]([O-])(O)=O.[N+:18]([C:21]1[CH:26]=[CH:25][C:24]([C@H:27]2[NH:32][C:31](=[O:33])[CH2:30][O:29][CH2:28]2)=[CH:23][CH:22]=1)([O-])=O. (3) Given the product [CH3:26][O:27][C:28]([C:30]1[S:34][C:33]([C:35]#[C:36][CH2:37][N:38]2[C:49](=[O:51])[CH2:48][CH2:47][C@@H:39]2[C:40]([O:42][C:43]([CH3:46])([CH3:45])[CH3:44])=[O:41])=[CH:32][CH:31]=1)=[O:29], predict the reactants needed to synthesize it. The reactants are: COC(=O)CC1C=CC(CN2C(=O)CC[C@@H]2C(OC(C)(C)C)=O)=CC=1.[CH3:26][O:27][C:28]([C:30]1[S:34][C:33]([C:35]#[C:36][CH2:37][NH:38][C@H:39]([CH2:47][CH2:48][C:49]([O:51]C(C)(C)C)=O)[C:40]([O:42][C:43]([CH3:46])([CH3:45])[CH3:44])=[O:41])=[CH:32][CH:31]=1)=[O:29]. (4) Given the product [Cl:13][C:14]1[CH:31]=[CH:30][C:17]([CH2:18][N:19]2[C:20]([CH3:29])=[N:21][N:22]=[C:23]2[C@H:24]2[CH2:28][CH2:27][CH2:26][N:25]2[C:9]([NH:8][C:5]2[CH:6]=[CH:7][C:2]([Cl:1])=[CH:3][C:4]=2[F:11])=[O:10])=[CH:16][CH:15]=1, predict the reactants needed to synthesize it. The reactants are: [Cl:1][C:2]1[CH:7]=[CH:6][C:5]([N:8]=[C:9]=[O:10])=[C:4]([F:11])[CH:3]=1.Cl.[Cl:13][C:14]1[CH:31]=[CH:30][C:17]([CH2:18][N:19]2[C:23]([C@H:24]3[CH2:28][CH2:27][CH2:26][NH:25]3)=[N:22][N:21]=[C:20]2[CH3:29])=[CH:16][CH:15]=1.C(N(CC)C(C)C)(C)C.C([O-])(O)=O.[Na+]. (5) Given the product [Cl:8][C:6]1[CH:5]=[CH:4][C:3]([O:9][CH3:10])=[C:2]([C:33]2([OH:36])[CH2:32][CH2:31][N:30]([C:23]([O:25][C:26]([CH3:28])([CH3:27])[CH3:29])=[O:24])[CH2:35][CH2:34]2)[CH:7]=1, predict the reactants needed to synthesize it. The reactants are: Br[C:2]1[CH:7]=[C:6]([Cl:8])[CH:5]=[CH:4][C:3]=1[O:9][CH3:10].[Li]CCCC.CCCCCCC.[C:23]([N:30]1[CH2:35][CH2:34][C:33](=[O:36])[CH2:32][CH2:31]1)([O:25][C:26]([CH3:29])([CH3:28])[CH3:27])=[O:24].OS([O-])(=O)=O.[Na+].[O-]S([O-])(=O)=O.[Na+].[Na+].